From a dataset of TCR-epitope binding with 47,182 pairs between 192 epitopes and 23,139 TCRs. Binary Classification. Given a T-cell receptor sequence (or CDR3 region) and an epitope sequence, predict whether binding occurs between them. (1) The epitope is TPGPGVRYPL. The TCR CDR3 sequence is CASSQEEGSPTFYSGNTIYF. Result: 0 (the TCR does not bind to the epitope). (2) The epitope is HTTDPSFLGRY. The TCR CDR3 sequence is CATSVSWGSYEQYF. Result: 1 (the TCR binds to the epitope). (3) The epitope is FLYNLLTRV. The TCR CDR3 sequence is CASSFSGPSYEQYF. Result: 0 (the TCR does not bind to the epitope). (4) The epitope is RPHERNGFTVL. The TCR CDR3 sequence is CASSASWDAVGKAFF. Result: 0 (the TCR does not bind to the epitope). (5) The epitope is TLIGDCATV. The TCR CDR3 sequence is CSVRPGTSAYEQYF. Result: 1 (the TCR binds to the epitope).